This data is from Reaction yield outcomes from USPTO patents with 853,638 reactions. The task is: Predict the reaction yield, written as a fraction of the theoretical maximum amount of product (1.0 means a 100% yield; for example, 0.34 means a 34% yield). (1) The yield is 0.880. The reactants are [CH2:1]([N:3]([CH2:18][CH3:19])[CH2:4][CH2:5][NH:6][C:7]([C:9]1[C:13]([CH3:14])=[C:12]([CH:15]=O)[NH:11][C:10]=1[CH3:17])=[O:8])[CH3:2].[F:20][C:21]1[CH:22]=[C:23]2[C:27](=[CH:28][CH:29]=1)[NH:26][C:25](=[O:30])[CH2:24]2.N1CCCC1. The catalyst is C(O)C. The product is [CH2:1]([N:3]([CH2:18][CH3:19])[CH2:4][CH2:5][NH:6][C:7]([C:9]1[C:13]([CH3:14])=[C:12](/[CH:15]=[C:24]2\[C:25](=[O:30])[NH:26][C:27]3[C:23]\2=[CH:22][C:21]([F:20])=[CH:29][CH:28]=3)[NH:11][C:10]=1[CH3:17])=[O:8])[CH3:2]. (2) The reactants are [CH2:1]1[S:5][C@@H:4]([CH2:6][CH2:7][CH2:8][CH2:9][C:10]([O:12]C2C([N+]([O-])=O)=CC=CC=2)=O)[C@H:3]2[NH:22][C:23]([NH:25][C@@H:2]12)=[O:24].[CH3:26][O:27][CH:28]([O:31][CH3:32])[CH2:29][NH2:30].CCN(CC)CC. The catalyst is CC#N. The product is [CH3:26][O:27][CH:28]([O:31][CH3:32])[CH2:29][NH:30][C:10](=[O:12])[CH2:9][CH2:8][CH2:7][CH2:6][C@H:4]1[C@@H:3]2[C@@H:2]([NH:25][C:23]([NH:22]2)=[O:24])[CH2:1][S:5]1. The yield is 0.910. (3) The reactants are [CH3:1][N:2]([CH3:6])[CH2:3][CH2:4][NH2:5].Cl[C:8]1[N:9]=[N+:10]([O-:20])[C:11]2[CH:17]=[C:16]([CH3:18])[C:15]([CH3:19])=[CH:14][C:12]=2[N:13]=1. The catalyst is COCCOC. The product is [CH3:19][C:15]1[C:16]([CH3:18])=[CH:17][C:11]2[N+:10]([O-:20])=[N:9][C:8]([NH:5][CH2:4][CH2:3][N:2]([CH3:6])[CH3:1])=[N:13][C:12]=2[CH:14]=1. The yield is 0.760. (4) The reactants are [CH3:1][N:2]1[C:6]2=[N:7][CH:8]=[CH:9][CH:10]=[C:5]2[C:4]([CH:11]=O)=[CH:3]1.[CH3:13][N:14]1C2C(=CC=CC=2)C(C)=C1C=O. No catalyst specified. The product is [CH3:1][N:2]1[C:6]2=[N:7][CH:8]=[CH:9][CH:10]=[C:5]2[C:4]([CH2:11][NH:14][CH3:13])=[CH:3]1. The yield is 0.450. (5) The reactants are Br[C:2]1[CH:7]=[CH:6][C:5]([Br:8])=[CH:4][N:3]=1.O.[NH2:10][NH2:11].CC(O)CC. The catalyst is O. The product is [Br:8][C:5]1[CH:6]=[CH:7][C:2]([NH:10][NH2:11])=[N:3][CH:4]=1. The yield is 0.870. (6) The reactants are [Cl:1][C:2]1[CH:9]=[CH:8][C:5]([CH2:6]Br)=[CH:4][CH:3]=1.[CH2:10]([O:12][C:13]([C:15]1[C:16](=[O:23])[N:17]=[C:18]([S:21][CH3:22])[NH:19][CH:20]=1)=[O:14])[CH3:11].C(N(C(C)C)CC)(C)C. The catalyst is ClCCl. The product is [CH2:10]([O:12][C:13]([C:15]1[C:16](=[O:23])[N:17]=[C:18]([S:21][CH3:22])[N:19]([CH2:6][C:5]2[CH:8]=[CH:9][C:2]([Cl:1])=[CH:3][CH:4]=2)[CH:20]=1)=[O:14])[CH3:11]. The yield is 0.530. (7) The reactants are Br[C:2]1[C:3]([O:13][CH3:14])=[C:4]([C:10](=[O:12])[CH3:11])[CH:5]=[C:6]([Cl:9])[C:7]=1[CH3:8].[CH3:15][N:16]([CH3:32])[C:17]1[N:22]=[CH:21][C:20](B2OC(C)(C)C(C)(C)O2)=[CH:19][N:18]=1.O.N#N. The catalyst is O1CCOCC1.C(=O)([O-])[O-].[Na+].[Na+].C1C=CC([P]([Pd]([P](C2C=CC=CC=2)(C2C=CC=CC=2)C2C=CC=CC=2)([P](C2C=CC=CC=2)(C2C=CC=CC=2)C2C=CC=CC=2)[P](C2C=CC=CC=2)(C2C=CC=CC=2)C2C=CC=CC=2)(C2C=CC=CC=2)C2C=CC=CC=2)=CC=1. The product is [Cl:9][C:6]1[C:7]([CH3:8])=[C:2]([C:20]2[CH:19]=[N:18][C:17]([N:16]([CH3:32])[CH3:15])=[N:22][CH:21]=2)[C:3]([O:13][CH3:14])=[C:4]([C:10](=[O:12])[CH3:11])[CH:5]=1. The yield is 0.500.